This data is from Forward reaction prediction with 1.9M reactions from USPTO patents (1976-2016). The task is: Predict the product of the given reaction. (1) Given the reactants [C:1]([N:4]1[C:11]2[CH:12]=[CH:13][CH:14]=[CH:15][C:10]=2[CH:9]=[CH:8][C:7]2[CH:16]=[N:17][C:18](Cl)=[CH:19][C:6]=2[CH2:5]1)(=[O:3])[CH3:2].[C:21]([C:24]1[CH:29]=[CH:28][CH:27]=[CH:26][C:25]=1B(O)O)(=[O:23])[CH3:22].C(N1C2C=CC=CC=2C=CC2N=C(C3C=NC(OC)=CC=3)C(F)=CC=2C1)(=O)C, predict the reaction product. The product is: [C:1]([N:4]1[C:11]2[CH:12]=[CH:13][CH:14]=[CH:15][C:10]=2[CH:9]=[CH:8][C:7]2[CH:16]=[N:17][C:18]([C:25]3[CH:26]=[CH:27][CH:28]=[CH:29][C:24]=3[C:21](=[O:23])[CH3:22])=[CH:19][C:6]=2[CH2:5]1)(=[O:3])[CH3:2]. (2) Given the reactants [F:1][C:2]1[C:28]([O:29][CH3:30])=[CH:27][C:26]([O:31][CH3:32])=[C:25]([F:33])[C:3]=1[CH2:4][O:5][C:6]1[CH:7]=[N:8][C:9]([NH:12][C:13]2[CH:17]=[C:16](CCS([O-])(=O)=O)[N:15]([CH3:24])[N:14]=2)=[N:10][CH:11]=1.[CH3:34][N:35]1[CH2:39][CH2:38][CH2:37][C:36]1=O.[CH3:41][N:42]1CCNCC1, predict the reaction product. The product is: [F:33][C:25]1[C:26]([O:31][CH3:32])=[CH:27][C:28]([O:29][CH3:30])=[C:2]([F:1])[C:3]=1[CH2:4][O:5][C:6]1[CH:7]=[N:8][C:9]([NH:12][C:13]2[CH:17]=[C:16]([CH2:34][N:35]3[CH2:39][CH2:38][N:42]([CH3:41])[CH2:37][CH2:36]3)[N:15]([CH3:24])[N:14]=2)=[N:10][CH:11]=1. (3) Given the reactants [NH2:1][C:2]1[N:6]([C:7]2[CH:12]=[CH:11][C:10]([F:13])=[CH:9][CH:8]=2)[N:5]=[CH:4][C:3]=1[C:14]([NH:16][CH2:17][C:18]([OH:26])([CH2:23][NH:24][CH3:25])[C:19]([F:22])([F:21])[F:20])=[O:15].[F:27][C:28]1[CH:36]=[CH:35][CH:34]=[C:33]([F:37])[C:29]=1[C:30](O)=[O:31], predict the reaction product. The product is: [NH2:1][C:2]1[N:6]([C:7]2[CH:8]=[CH:9][C:10]([F:13])=[CH:11][CH:12]=2)[N:5]=[CH:4][C:3]=1[C:14]([NH:16][CH2:17][C:18]([CH2:23][N:24]([C:30]([C:29]1[C:28]([F:27])=[CH:36][CH:35]=[CH:34][C:33]=1[F:37])=[O:31])[CH3:25])([OH:26])[C:19]([F:22])([F:21])[F:20])=[O:15]. (4) Given the reactants [NH2:1][C@@H:2]1[C:16](=[O:17])[N:15]2[CH2:18][C@H:19]([O:21][C:22]3[C:31]4[C:26](=[CH:27][C:28]([O:33][CH3:34])=[C:29]([F:32])[CH:30]=4)[CH:25]=[CH:24][N:23]=3)[CH2:20][C@H:14]2[C:13](=[O:35])[NH:12][C@:11]2([C:37]([NH:39][S:40]([C:43]3([CH3:46])[CH2:45][CH2:44]3)(=[O:42])=[O:41])=[O:38])[CH2:36][C@H:10]2[CH:9]=[CH:8][CH2:7][CH2:6][C@@H:5]([CH3:47])[O:4][C@H:3]1[CH3:48].C(O)(C(F)(F)F)=O.[C:56](=O)([O:64][C:65]([CH3:71])([CH3:70])[C:66]([F:69])([F:68])[F:67])[O:57]C1C=CC=CN=1.C(N(C(C)C)C(C)C)C, predict the reaction product. The product is: [F:32][C:29]1[CH:30]=[C:31]2[C:26]([CH:25]=[CH:24][N:23]=[C:22]2[O:21][C@H:19]2[CH2:18][N:15]3[C:16](=[O:17])[C@@H:2]([NH:1][C:56](=[O:57])[O:64][C:65]([CH3:71])([CH3:70])[C:66]([F:69])([F:68])[F:67])[C@H:3]([CH3:48])[O:4][C@H:5]([CH3:47])[CH2:6][CH2:7][CH:8]=[CH:9][C@@H:10]4[CH2:36][C@@:11]4([C:37](=[O:38])[NH:39][S:40]([C:43]4([CH3:46])[CH2:44][CH2:45]4)(=[O:41])=[O:42])[NH:12][C:13](=[O:35])[C@@H:14]3[CH2:20]2)=[CH:27][C:28]=1[O:33][CH3:34]. (5) Given the reactants [CH3:1][S:2]([C:5]1[CH:6]=[CH:7][C:8]([O:11][CH2:12][CH2:13][C@@H:14]2[CH2:16][C@@H:15]2[CH:17]2[CH2:22][CH2:21][NH:20][CH2:19][CH2:18]2)=[N:9][CH:10]=1)(=[O:4])=[O:3].C(=O)([O-])[O-].[K+].[K+].[N:29]#[C:30]Br, predict the reaction product. The product is: [CH3:1][S:2]([C:5]1[CH:6]=[CH:7][C:8]([O:11][CH2:12][CH2:13][C@@H:14]2[CH2:16][C@@H:15]2[CH:17]2[CH2:22][CH2:21][N:20]([C:30]#[N:29])[CH2:19][CH2:18]2)=[N:9][CH:10]=1)(=[O:3])=[O:4]. (6) Given the reactants Cl[C:2]1[C:11]2[C:6](=[CH:7][CH:8]=[C:9]([CH3:12])[CH:10]=2)[N:5]=[C:4]([N:13]2[CH2:19][C:18]3[CH:20]=[CH:21][CH:22]=[CH:23][C:17]=3[S:16](=[O:25])(=[O:24])[CH2:15][CH2:14]2)[CH:3]=1.[C:26]([NH2:34])(=[O:33])[C:27]1[CH:32]=[CH:31][CH:30]=[CH:29][CH:28]=1, predict the reaction product. The product is: [O:24]=[S:16]1(=[O:25])[C:17]2[CH:23]=[CH:22][CH:21]=[CH:20][C:18]=2[CH2:19][N:13]([C:4]2[CH:3]=[C:2]([NH:34][C:26](=[O:33])[C:27]3[CH:32]=[CH:31][CH:30]=[CH:29][CH:28]=3)[C:11]3[C:6](=[CH:7][CH:8]=[C:9]([CH3:12])[CH:10]=3)[N:5]=2)[CH2:14][CH2:15]1.